This data is from Full USPTO retrosynthesis dataset with 1.9M reactions from patents (1976-2016). The task is: Predict the reactants needed to synthesize the given product. (1) The reactants are: FC(F)(F)C(O)=O.[CH2:8]([O:12][C:13]1[NH:14][C:15]([NH2:24])=[C:16]2[C:20]([N:21]=1)=[N:19][C:18]([O:22][CH3:23])=[N:17]2)[CH2:9][CH2:10][CH3:11].Br[CH2:26][CH2:27][CH2:28][CH:29]1[CH2:34][CH2:33][O:32][C:31]([CH3:36])([CH3:35])[CH2:30]1. Given the product [CH2:8]([O:12][C:13]1[N:21]=[C:20]2[C:16]([N:17]=[C:18]([O:22][CH3:23])[N:19]2[CH2:26][CH2:27][CH2:28][CH:29]2[CH2:34][CH2:33][O:32][C:31]([CH3:35])([CH3:36])[CH2:30]2)=[C:15]([NH2:24])[N:14]=1)[CH2:9][CH2:10][CH3:11], predict the reactants needed to synthesize it. (2) Given the product [C:1]1([S:7]([NH:10][C:11]2[S:15][C:14]([CH2:16][CH3:17])=[C:13]([CH:19]([CH3:26])[CH3:18])[C:12]=2[C:20]([O:22][CH3:23])=[O:21])(=[O:8])=[O:9])[CH:2]=[CH:3][CH:4]=[CH:5][CH:6]=1, predict the reactants needed to synthesize it. The reactants are: [C:1]1([S:7]([NH:10][C:11]2[S:15][C:14]3[CH2:16][CH2:17][CH2:18][CH2:19][C:13]=3[C:12]=2[C:20]([O:22][CH2:23]C)=[O:21])(=[O:9])=[O:8])[CH:6]=[CH:5][CH:4]=[CH:3][CH:2]=1.N[C:26]1SC(CC)=C(C(C)C)C=1C(OC)=O.C1(S(Cl)(=O)=O)C=CC=CC=1.